This data is from Reaction yield outcomes from USPTO patents with 853,638 reactions. The task is: Predict the reaction yield, written as a fraction of the theoretical maximum amount of product (1.0 means a 100% yield; for example, 0.34 means a 34% yield). (1) The reactants are [CH:1]1[C:13]2[NH:12][C:11]3[C:6](=[CH:7][CH:8]=[CH:9][CH:10]=3)[C:5]=2[CH:4]=[CH:3][CH:2]=1.[H-].[Na+].Br[CH2:17][CH2:18][CH2:19][CH2:20][C:21]([O:23][CH2:24]C)=[O:22]. The catalyst is CN(C=O)C. The product is [CH3:24][O:23][C:21](=[O:22])[CH2:20][CH2:19][CH2:18][CH2:17][N:12]1[C:11]2[CH:10]=[CH:9][CH:8]=[CH:7][C:6]=2[C:5]2[C:13]1=[CH:1][CH:2]=[CH:3][CH:4]=2. The yield is 0.490. (2) The reactants are Br[C:2]1[N:7]=[C:6]2[N:8]([CH:12]3[CH2:17][CH2:16][CH2:15][CH2:14][O:13]3)[N:9]=[C:10]([CH3:11])[C:5]2=[C:4]([CH2:18][OH:19])[CH:3]=1.[CH3:20][O:21][CH2:22][O:23][C:24]1[CH:29]=[CH:28][C:27](B(O)O)=[CH:26][CH:25]=1.C(=O)([O-])[O-].[K+].[K+].O. The catalyst is COCCOC.O.C(P(C(C)(C)C)C(C)(C)C)(C)(C)C.C(P(C(C)(C)C)C(C)(C)C)(C)(C)C.[Pd].C(OCC)(=O)C. The product is [CH3:20][O:21][CH2:22][O:23][C:24]1[CH:29]=[CH:28][C:27]([C:2]2[N:7]=[C:6]3[N:8]([CH:12]4[CH2:17][CH2:16][CH2:15][CH2:14][O:13]4)[N:9]=[C:10]([CH3:11])[C:5]3=[C:4]([CH2:18][OH:19])[CH:3]=2)=[CH:26][CH:25]=1. The yield is 1.00. (3) The reactants are [Cl:1][C:2]1[CH:3]=[C:4]([CH2:8][C:9]([OH:11])=[O:10])[CH:5]=[CH:6][CH:7]=1.Cl[C:13]1C=CC=CC=1C(C)C(O)=O. No catalyst specified. The product is [Cl:1][C:2]1[CH:3]=[C:4]([CH:8]([CH3:13])[C:9]([OH:11])=[O:10])[CH:5]=[CH:6][CH:7]=1. The yield is 0.570. (4) The reactants are Br[C:2]1[CH:7]=[C:6]([C:8]([F:11])([F:10])[F:9])[CH:5]=[C:4]([N+:12]([O-:14])=[O:13])[CH:3]=1.[CH3:15][N:16]1[CH:20]=[C:19](B2OC(C)(C)C(C)(C)O2)[CH:18]=[N:17]1.C([O-])([O-])=O.[Cs+].[Cs+]. The catalyst is O1CCOCC1.O.C1C=CC(P(C2C=CC=CC=2)[C-]2C=CC=C2)=CC=1.C1C=CC(P(C2C=CC=CC=2)[C-]2C=CC=C2)=CC=1.Cl[Pd]Cl.[Fe+2]. The product is [CH3:15][N:16]1[CH:20]=[C:19]([C:2]2[CH:7]=[C:6]([C:8]([F:11])([F:10])[F:9])[CH:5]=[C:4]([N+:12]([O-:14])=[O:13])[CH:3]=2)[CH:18]=[N:17]1. The yield is 0.299. (5) The reactants are C([O:3][C:4](=O)[C:5]([NH2:28])([C:7]1[CH:16]=[CH:15][C:14]2[C:9](=[CH:10][CH:11]=[C:12]([O:17][C@H:18]3[CH2:23][CH2:22][C@H:21]([C:24]([CH3:27])([CH3:26])[CH3:25])[CH2:20][CH2:19]3)[CH:13]=2)[N:8]=1)[CH3:6])C.[BH4-].[Na+]. The catalyst is CO.O1CCCC1. The product is [NH2:28][C:5]([C:7]1[CH:16]=[CH:15][C:14]2[C:9](=[CH:10][CH:11]=[C:12]([O:17][C@H:18]3[CH2:19][CH2:20][C@H:21]([C:24]([CH3:27])([CH3:26])[CH3:25])[CH2:22][CH2:23]3)[CH:13]=2)[N:8]=1)([CH3:6])[CH2:4][OH:3]. The yield is 0.380. (6) The reactants are [CH2:1]([O:8][C:9]1[CH:14]=[CH:13][C:12]([C:15]2OC(=O)[S:17][N:16]=2)=[CH:11][CH:10]=1)[C:2]1[CH:7]=[CH:6][CH:5]=[CH:4][CH:3]=1.[C:21]([C:23]([O:25][CH2:26][CH3:27])=[O:24])#[N:22]. The yield is 0.650. The product is [CH2:26]([O:25][C:23]([C:21]1[S:17][N:16]=[C:15]([C:12]2[CH:11]=[CH:10][C:9]([O:8][CH2:1][C:2]3[CH:7]=[CH:6][CH:5]=[CH:4][CH:3]=3)=[CH:14][CH:13]=2)[N:22]=1)=[O:24])[CH3:27]. The catalyst is ClC1C=CC=CC=1Cl. (7) The catalyst is C(O)(=O)C.[Pd]. The reactants are [CH3:1][C:2]1([CH3:28])[CH2:7][CH:6]([N:8]2[C:16](=[O:17])[C:15]3[C:10](=[CH:11][CH:12]=[CH:13][CH:14]=3)[C:9]2=[O:18])[CH:5]=[C:4]([C:19]2[CH:24]=[CH:23][N:22]=[CH:21][C:20]=2[N+:25]([O-])=O)[CH2:3]1.[H][H]. The yield is 0.890. The product is [NH2:25][C:20]1[CH:21]=[N:22][CH:23]=[CH:24][C:19]=1[C:4]1[CH2:3][C:2]([CH3:28])([CH3:1])[CH2:7][CH:6]([N:8]2[C:9](=[O:18])[C:10]3[C:15](=[CH:14][CH:13]=[CH:12][CH:11]=3)[C:16]2=[O:17])[CH:5]=1. (8) The reactants are [CH3:1][O:2][C:3]1[CH:8]=[CH:7][C:6]([N:9]([CH3:32])[C:10]2[C:19]3[C:14](=[CH:15][CH:16]=[CH:17][CH:18]=3)[N:13]=[C:12]([CH2:20][N:21]3C(=O)C4[C:23](=CC=CC=4)[C:22]3=[O:31])[N:11]=2)=[CH:5][CH:4]=1.Cl.ClCC1N=C(N(C2C=CC(OC)=CC=2)C)C2C(=CC=CC=2)N=1.C([O-])([O-])=O.[K+].[K+].C1(=O)NC(=O)C2=CC=CC=C12.[K]. The catalyst is CN(C=O)C.CCOC(C)=O. The product is [CH3:1][O:2][C:3]1[CH:4]=[CH:5][C:6]([N:9]([CH3:32])[C:10]2[C:19]3[C:14](=[CH:15][CH:16]=[CH:17][CH:18]=3)[N:13]=[C:12]([CH2:20][NH:21][C:22](=[O:31])[CH3:23])[N:11]=2)=[CH:7][CH:8]=1. The yield is 0.680.